Dataset: Reaction yield outcomes from USPTO patents with 853,638 reactions. Task: Predict the reaction yield, written as a fraction of the theoretical maximum amount of product (1.0 means a 100% yield; for example, 0.34 means a 34% yield). (1) The reactants are Cl[C:2]1[C:3]2[C:10]([CH3:11])=[C:9]([CH3:12])[O:8][C:4]=2[N:5]=[CH:6][N:7]=1.[SH:13][CH2:14][C:15]([O:17][CH3:18])=[O:16]. The catalyst is CO. The product is [CH3:11][C:10]1[C:3]2[C:2]([S:13][CH2:14][C:15]([O:17][CH3:18])=[O:16])=[N:7][CH:6]=[N:5][C:4]=2[O:8][C:9]=1[CH3:12]. The yield is 0.900. (2) The reactants are NN.CC([CH2:7][N:8]([CH2:12][CH:13]([N:21]1C(=O)C2C(=CC=CC=2)C1=O)[CH2:14][C:15]1[CH:20]=[CH:19][CH:18]=[CH:17][CH:16]=1)[C:9](=[O:11])[O-:10])(C)C. The catalyst is C1COCC1.CO. The product is [NH2:21][CH:13]([CH2:14][C:15]1[CH:16]=[CH:17][CH:18]=[CH:19][CH:20]=1)[CH2:12][N:8]([CH3:7])[C:9](=[O:11])[O:10][C:15]([CH3:20])([CH3:16])[CH3:14]. The yield is 0.880. (3) The yield is 0.460. The reactants are [N:1]1([C:7]2[N:12]=[C:11]([N:13]3[CH:18]4[CH2:19][CH2:20][CH:14]3[CH2:15][O:16][CH2:17]4)[N:10]=[C:9]([C:21]3[CH:27]=[CH:26][C:24]([NH2:25])=[CH:23][CH:22]=3)[N:8]=2)[CH2:6][CH2:5][O:4][CH2:3][CH2:2]1.ClC(Cl)(O[C:32](=[O:38])OC(Cl)(Cl)Cl)Cl.[NH2:40][C:41]1[CH:48]=[CH:47][C:44]([C:45]#[N:46])=[CH:43][CH:42]=1. No catalyst specified. The product is [C:45]([C:44]1[CH:47]=[CH:48][C:41]([NH:40][C:32]([NH:25][C:24]2[CH:26]=[CH:27][C:21]([C:9]3[N:8]=[C:7]([N:1]4[CH2:2][CH2:3][O:4][CH2:5][CH2:6]4)[N:12]=[C:11]([N:13]4[CH:14]5[CH2:20][CH2:19][CH:18]4[CH2:17][O:16][CH2:15]5)[N:10]=3)=[CH:22][CH:23]=2)=[O:38])=[CH:42][CH:43]=1)#[N:46]. (4) The reactants are [C:1]([O:5][C:6]([N:8]1[CH2:13][CH2:12][N:11]([CH2:14][C:15]2[CH:20]=[CH:19][CH:18]=[C:17]([OH:21])[CH:16]=2)[CH2:10][CH2:9]1)=[O:7])([CH3:4])([CH3:3])[CH3:2].C(=O)([O-])[O-].[Cs+].[Cs+].Cl[C:29]1[N:34]=[CH:33][CH:32]=[CH:31][N:30]=1.O. The catalyst is CS(C)=O. The product is [C:1]([O:5][C:6]([N:8]1[CH2:9][CH2:10][N:11]([CH2:14][C:15]2[CH:20]=[CH:19][CH:18]=[C:17]([O:21][C:29]3[N:34]=[CH:33][CH:32]=[CH:31][N:30]=3)[CH:16]=2)[CH2:12][CH2:13]1)=[O:7])([CH3:4])([CH3:2])[CH3:3]. The yield is 0.710. (5) The reactants are [Cl:1][C:2]1[C:7]([Cl:8])=[CH:6][CH:5]=[CH:4][C:3]=1[N:9]=[C:10]=[S:11].[Cl:12][C:13]1[CH:18]=[CH:17][C:16]([N:19]2[C:23]([C:24]#[N:25])=[CH:22][C:21]([CH3:26])=[N:20]2)=[CH:15][CH:14]=1. The yield is 0.560. The product is [Cl:1][C:2]1[C:7]([Cl:8])=[CH:6][CH:5]=[CH:4][C:3]=1[NH:9][C:10]([NH:25][CH2:24][C:23]1[N:19]([C:16]2[CH:17]=[CH:18][C:13]([Cl:12])=[CH:14][CH:15]=2)[N:20]=[C:21]([CH3:26])[CH:22]=1)=[S:11]. No catalyst specified. (6) The reactants are F[C:2]1[CH:3]=[C:4]2[C:9](=[CH:10][C:11]=1[N+:12]([O-:14])=[O:13])[NH:8][C:7](=[O:15])[N:6]([NH:16][S:17]([CH3:20])(=[O:19])=[O:18])[C:5]2=[O:21].[NH:22]1[CH:26]=[C:25]([CH2:27][CH2:28][NH2:29])[N:24]=[CH:23]1. No catalyst specified. The product is [NH:22]1[CH:26]=[C:25]([CH2:27][CH2:28][NH:29][C:2]2[CH:3]=[C:4]3[C:9](=[CH:10][C:11]=2[N+:12]([O-:14])=[O:13])[NH:8][C:7](=[O:15])[N:6]([NH:16][S:17]([CH3:20])(=[O:19])=[O:18])[C:5]3=[O:21])[N:24]=[CH:23]1. The yield is 0.370.